This data is from Reaction yield outcomes from USPTO patents with 853,638 reactions. The task is: Predict the reaction yield, written as a fraction of the theoretical maximum amount of product (1.0 means a 100% yield; for example, 0.34 means a 34% yield). (1) The reactants are BrC1C=CC([C:8]([C:10]2[N:11]([CH3:25])[C:12]([S:15][CH2:16][CH2:17][CH2:18][N:19]3[CH2:24][CH2:23][CH2:22][CH2:21][CH2:20]3)=[N:13][CH:14]=2)=[O:9])=CC=1. The catalyst is O=[Mn]=O. The product is [CH3:25][N:11]1[C:10]([CH:8]=[O:9])=[CH:14][N:13]=[C:12]1[S:15][CH2:16][CH2:17][CH2:18][N:19]1[CH2:24][CH2:23][CH2:22][CH2:21][CH2:20]1. The yield is 0.200. (2) The reactants are C(OC([NH:8][C@@H:9]1[C@H:14]([NH:15][C:16]2[N:21]=[C:20]([C:22]3[S:26][N:25]=[CH:24][CH:23]=3)[C:19]3[C:27](=[O:37])[N:28](C(OC(C)(C)C)=O)[CH2:29][C:18]=3[C:17]=2[F:38])[CH2:13][CH2:12][O:11][CH2:10]1)=O)(C)(C)C.Cl.O1CCOCC1.CCO. The catalyst is CO. The product is [NH2:8][C@@H:9]1[C@H:14]([NH:15][C:16]2[N:21]=[C:20]([C:22]3[S:26][N:25]=[CH:24][CH:23]=3)[C:19]3[C:27](=[O:37])[NH:28][CH2:29][C:18]=3[C:17]=2[F:38])[CH2:13][CH2:12][O:11][CH2:10]1. The yield is 0.570. (3) The reactants are Br[C:2]1[CH:7]=[CH:6][C:5]([C:8]2([O:11][CH3:12])[CH2:10][CH2:9]2)=[CH:4][CH:3]=1.[CH3:13][Si:14]([C:17]#[CH:18])([CH3:16])[CH3:15]. The product is [CH3:12][O:11][C:8]1([C:5]2[CH:6]=[CH:7][C:2]([C:18]#[C:17][Si:14]([CH3:16])([CH3:15])[CH3:13])=[CH:3][CH:4]=2)[CH2:10][CH2:9]1. The yield is 0.900. The catalyst is C(N(CC)CC)C.O1CCCC1.[Cu]I.Cl[Pd](Cl)([P](C1C=CC=CC=1)(C1C=CC=CC=1)C1C=CC=CC=1)[P](C1C=CC=CC=1)(C1C=CC=CC=1)C1C=CC=CC=1. (4) The product is [C:1]([O:5][C:6](=[O:7])[NH:8][C@@H:9]([C@H:21]([CH3:29])[CH2:22][CH:23]([CH3:28])[CH2:24][CH2:25][CH:26]=[CH2:27])[C:10]([N:12]1[CH2:16][C@H:15]([OH:17])[CH2:14][C@H:13]1[C:18](=[O:19])[NH:31][C@:32]1([C:37](=[O:38])[NH:39][S:40]([C:43]2([CH2:46][F:47])[CH2:45][CH2:44]2)(=[O:42])=[O:41])[CH2:34][C@H:33]1[CH:35]=[CH2:36])=[O:11])([CH3:4])([CH3:3])[CH3:2]. The catalyst is C(Cl)Cl. The yield is 0.900. The reactants are [C:1]([O:5][C:6]([NH:8][C@@H:9]([C@H:21]([CH3:29])[CH2:22][CH:23]([CH3:28])[CH2:24][CH2:25][CH:26]=[CH2:27])[C:10]([N:12]1[CH2:16][C@H:15]([OH:17])[CH2:14][C@H:13]1[C:18](O)=[O:19])=[O:11])=[O:7])([CH3:4])([CH3:3])[CH3:2].Cl.[NH2:31][C@:32]1([C:37]([NH:39][S:40]([C:43]2([CH2:46][F:47])[CH2:45][CH2:44]2)(=[O:42])=[O:41])=[O:38])[CH2:34][C@H:33]1[CH:35]=[CH2:36].C(N(CC)CC)C.F[P-](F)(F)(F)(F)F.CN(C(N(C)C)=[N+]1C2C(=NC=CC=2)[N+]([O-])=N1)C. (5) The reactants are [Cl:1][C:2]1[CH:18]=[C:17]([Cl:19])[CH:16]=[CH:15][C:3]=1[CH2:4][NH:5][C:6](=[O:14])[C:7]1[CH:12]=[CH:11][C:10]([OH:13])=[N:9][CH:8]=1.[CH:20]1([CH2:23]Br)[CH2:22][CH2:21]1.C(=O)([O-])[O-].[K+].[K+]. The catalyst is C(#N)C. The product is [Cl:1][C:2]1[CH:18]=[C:17]([Cl:19])[CH:16]=[CH:15][C:3]=1[CH2:4][NH:5][C:6]([C:7]1[CH:12]=[CH:11][C:10](=[O:13])[N:9]([CH2:23][CH:20]2[CH2:22][CH2:21]2)[CH:8]=1)=[O:14]. The yield is 0.353.